This data is from Catalyst prediction with 721,799 reactions and 888 catalyst types from USPTO. The task is: Predict which catalyst facilitates the given reaction. Product: [Br:26][C:21]1[CH:20]=[CH:19][C:18]2[N:17]([CH2:27][CH:28]([OH:39])[CH2:29][N:30]([C:31]3[CH:36]=[CH:35][CH:34]=[C:33]([O:37][CH3:38])[CH:32]=3)[C:8](=[O:10])[CH3:9])[C:16]3[C:24]([C:23]=2[CH:22]=1)=[CH:25][C:13]([Br:12])=[CH:14][CH:15]=3. Reactant: C(N(CC)CC)C.[C:8](Cl)(=[O:10])[CH3:9].[Br:12][C:13]1[CH:14]=[CH:15][C:16]2[N:17]([CH2:27][CH:28]([OH:39])[CH2:29][NH:30][C:31]3[CH:36]=[CH:35][CH:34]=[C:33]([O:37][CH3:38])[CH:32]=3)[C:18]3[C:23]([C:24]=2[CH:25]=1)=[CH:22][C:21]([Br:26])=[CH:20][CH:19]=3.C([Sn](=O)CCCC)CCC. The catalyst class is: 11.